From a dataset of Reaction yield outcomes from USPTO patents with 853,638 reactions. Predict the reaction yield, written as a fraction of the theoretical maximum amount of product (1.0 means a 100% yield; for example, 0.34 means a 34% yield). (1) The reactants are [Cl:1][C:2]1[CH:3]=[CH:4][C:5]([NH:8][C:9]([C:11]2[C:16]([NH:17][C:18](=[S:27])[C:19]3[CH:24]=[CH:23][C:22]([CH3:25])=[CH:21][C:20]=3[OH:26])=[CH:15][CH:14]=[CH:13][N:12]=2)=[O:10])=[N:6][CH:7]=1.[C:28]([O:32][C:33]([N:35]1[CH2:40][CH2:39][CH:38]([CH2:41]O)[CH2:37][CH2:36]1)=[O:34])([CH3:31])([CH3:30])[CH3:29].C1(P(C2C=CC=CC=2)C2C=CC=CC=2)C=CC=CC=1.CCOC(/N=N/C(OCC)=O)=O. The catalyst is CN(C=O)C. The product is [C:28]([O:32][C:33]([N:35]1[CH2:40][CH2:39][CH:38]([CH2:41][O:26][C:20]2[CH:21]=[C:22]([CH3:25])[CH:23]=[CH:24][C:19]=2[C:18]([NH:17][C:16]2[C:11]([C:9]([NH:8][C:5]3[CH:4]=[CH:3][C:2]([Cl:1])=[CH:7][N:6]=3)=[O:10])=[N:12][CH:13]=[CH:14][CH:15]=2)=[S:27])[CH2:37][CH2:36]1)=[O:34])([CH3:31])([CH3:29])[CH3:30]. The yield is 0.860. (2) The reactants are FC(F)(F)S(O[C:7]1[CH:16]=[CH:15][CH:14]=[C:13]2[C:8]=1[CH2:9][C@H:10]([N:17]([CH2:25][C:26]1[CH:31]=[CH:30][CH:29]=[CH:28][CH:27]=1)[CH2:18][C:19]1[CH:24]=[CH:23][CH:22]=[CH:21][CH:20]=1)[CH2:11][O:12]2)(=O)=O.CCCC[Sn]([C:47]1[CH:52]=[CH:51][CH:50]=[N:49][CH:48]=1)(CCCC)CCCC.O. The catalyst is O1CCOCC1.C1(P(C2C=CC=CC=2)C2C=CC=CC=2)C=CC=CC=1.C1(P(C2C=CC=CC=2)C2C=CC=CC=2)C=CC=CC=1.C1(P(C2C=CC=CC=2)C2C=CC=CC=2)C=CC=CC=1.C1(P(C2C=CC=CC=2)C2C=CC=CC=2)C=CC=CC=1.[Pd]. The product is [CH2:18]([N:17]([CH2:25][C:26]1[CH:31]=[CH:30][CH:29]=[CH:28][CH:27]=1)[C@H:10]1[CH2:9][C:8]2[C:13](=[CH:14][CH:15]=[CH:16][C:7]=2[C:47]2[CH:48]=[N:49][CH:50]=[CH:51][CH:52]=2)[O:12][CH2:11]1)[C:19]1[CH:24]=[CH:23][CH:22]=[CH:21][CH:20]=1. The yield is 0.740. (3) The reactants are [Br:1]P(Br)Br.O[CH:6]([C:8]1[CH:9]=[C:10]([C:25]([N:27]([CH3:29])[CH3:28])=[O:26])[CH:11]=[C:12]2[C:17]=1[O:16][C:15]([N:18]1[CH2:23][CH2:22][O:21][CH2:20][CH2:19]1)=[CH:14][C:13]2=[O:24])[CH3:7]. The catalyst is C(Cl)Cl. The product is [BrH:1].[Br:1][CH:6]([C:8]1[CH:9]=[C:10]([C:25]([N:27]([CH3:29])[CH3:28])=[O:26])[CH:11]=[C:12]2[C:17]=1[O:16][C:15]([N:18]1[CH2:23][CH2:22][O:21][CH2:20][CH2:19]1)=[CH:14][C:13]2=[O:24])[CH3:7]. The yield is 0.820.